The task is: Predict the reactants needed to synthesize the given product.. This data is from Full USPTO retrosynthesis dataset with 1.9M reactions from patents (1976-2016). (1) Given the product [CH3:1][CH:2]([C:5]1[C:9]([C:10]([O:12][CH2:13][CH3:14])=[O:11])=[CH:8][N:7]([C:16]2[CH:21]=[CH:20][C:19]([C:22]([F:25])([F:24])[F:23])=[CH:18][N:17]=2)[N:6]=1)[CH2:3][CH3:4], predict the reactants needed to synthesize it. The reactants are: [CH3:1][CH:2]([C:5]1[C:9]([C:10]([O:12][CH2:13][CH3:14])=[O:11])=[CH:8][NH:7][N:6]=1)[CH2:3][CH3:4].Cl[C:16]1[CH:21]=[CH:20][C:19]([C:22]([F:25])([F:24])[F:23])=[CH:18][N:17]=1.C(=O)([O-])[O-].[K+].[K+].Cl. (2) Given the product [C:16]1([CH:8]([OH:7])[CH2:9][CH2:10][CH2:11][CH2:12][OH:13])[CH:21]=[CH:20][CH:19]=[CH:18][CH:17]=1, predict the reactants needed to synthesize it. The reactants are: [H-].[Al+3].[Li+].[H-].[H-].[H-].[O:7]=[C:8]([C:16]1[CH:21]=[CH:20][CH:19]=[CH:18][CH:17]=1)[CH2:9][CH2:10][CH2:11][C:12](OC)=[O:13]. (3) The reactants are: [N+:1]([CH3:4])([O-:3])=[O:2].[CH3:5][N:6]1[CH2:11][CH2:10][C:9](=[O:12])[CH2:8][CH2:7]1. Given the product [CH3:5][N:6]1[CH2:11][CH2:10][C:9]([CH2:4][N+:1]([O-:3])=[O:2])([OH:12])[CH2:8][CH2:7]1, predict the reactants needed to synthesize it. (4) The reactants are: Cl[CH2:2][C:3]1[C:12]([OH:13])=[CH:11][CH:10]=[C:9]2[C:4]=1[CH2:5][CH2:6][CH2:7][C:8]2=[O:14].[C:15]([O:19][CH3:20])(=[O:18])[CH2:16][SH:17]. Given the product [CH3:20][O:19][C:15](=[O:18])[CH2:16][S:17][CH2:2][C:3]1[C:4]2[CH2:5][CH2:6][CH2:7][C:8](=[O:14])[C:9]=2[CH:10]=[CH:11][C:12]=1[OH:13], predict the reactants needed to synthesize it. (5) Given the product [CH3:29][CH:28]([O:27][C:25]([N:13]1[C:12]([C:17]2[CH:22]=[CH:21][C:20]([Cl:23])=[CH:19][CH:18]=2)=[C:11]2[C:15](=[C:8]([C:5]3[CH:4]=[CH:3][C:2]([Cl:1])=[CH:7][CH:6]=3)[N:9]([C:25]([O:27][CH:28]([CH2:30][CH2:31][CH3:32])[CH3:29])=[O:33])[C:10]2=[O:24])[C:14]1=[O:16])=[O:33])[CH2:30][CH2:31][CH3:32], predict the reactants needed to synthesize it. The reactants are: [Cl:1][C:2]1[CH:7]=[CH:6][C:5]([C:8]2[C:15]3[C:14](=[O:16])[N:13]=[C:12]([C:17]4[CH:22]=[CH:21][C:20]([Cl:23])=[CH:19][CH:18]=4)[C:11]=3[C:10](=[O:24])[N:9]=2)=[CH:4][CH:3]=1.[C:25]([O:33]C([O-])=O)([O:27][CH:28]([CH2:30][CH2:31][CH3:32])[CH3:29])=O. (6) Given the product [Br:36][CH:21]([C:25]1[CH:34]=[CH:33][C:28]([C:29]([O:31][CH3:32])=[O:30])=[CH:27][CH:26]=1)[CH2:22][CH2:23][CH3:24], predict the reactants needed to synthesize it. The reactants are: C1C=CC(P(C2C=CC=CC=2)C2C=CC=CC=2)=CC=1.O[CH:21]([C:25]1[CH:34]=[CH:33][C:28]([C:29]([O:31][CH3:32])=[O:30])=[CH:27][CH:26]=1)[CH2:22][CH2:23][CH3:24].C(Br)(Br)(Br)[Br:36]. (7) Given the product [Cl:37][C:36]1[CH:29]=[CH:30][CH:31]=[CH:26][C:27]=1[NH:32][C:33]([NH:32][C:27]1[CH:28]=[CH:29][C:30]([C:12]2[CH:13]=[CH:8][C:9]([C:14](=[O:24])[CH2:15][CH:16]([CH2:21][CH2:22][CH3:23])[C:17]([OH:19])=[O:18])=[CH:10][CH:11]=2)=[CH:31][CH:26]=1)=[O:34], predict the reactants needed to synthesize it. The reactants are: NC1C=CC([C:8]2[CH:13]=[CH:12][CH:11]=[CH:10][C:9]=2[C:14](=[O:24])[CH2:15][CH:16]([CH2:21][CH2:22][CH3:23])[C:17]([O:19]C)=[O:18])=CC=1.Cl[C:26]1[CH:31]=[CH:30][CH:29]=[CH:28][C:27]=1[N:32]=[C:33]=[O:34].Cl[CH2:36][Cl:37]. (8) Given the product [CH:13]([Si:16]([CH:20]([CH3:22])[CH3:21])([CH:17]([CH3:19])[CH3:18])[N:1]1[CH:5]=[CH:4][CH:3]=[C:2]1[C:6]1[S:7][CH:8]=[CH:9][N:10]=1)([CH3:15])[CH3:14], predict the reactants needed to synthesize it. The reactants are: [NH:1]1[CH:5]=[CH:4][CH:3]=[C:2]1[C:6]1[S:7][CH:8]=[CH:9][N:10]=1.[H-].[Na+].[CH:13]([Si:16](Cl)([CH:20]([CH3:22])[CH3:21])[CH:17]([CH3:19])[CH3:18])([CH3:15])[CH3:14].O. (9) Given the product [Cl:15][C:5]1[C:4]([N+:10]([O-:12])=[O:11])=[CH:3][C:2]([CH3:1])=[C:7]([CH3:8])[N:6]=1, predict the reactants needed to synthesize it. The reactants are: [CH3:1][C:2]1[CH:3]=[C:4]([N+:10]([O-:12])=[O:11])[C:5](O)=[N:6][C:7]=1[CH3:8].P(Cl)(Cl)([Cl:15])=O.